From a dataset of Catalyst prediction with 721,799 reactions and 888 catalyst types from USPTO. Predict which catalyst facilitates the given reaction. Reactant: F[C:2]1[CH:7]=[CH:6][C:5]([N+:8]([O-:10])=[O:9])=[CH:4][CH:3]=1.C(=O)([O-])[O-].[K+].[K+].[OH:17][C@H:18]1[CH2:22][NH:21][C@H:20]([C:23]([OH:25])=[O:24])[CH2:19]1. Product: [OH:17][CH:18]1[CH2:22][N:21]([C:2]2[CH:7]=[CH:6][C:5]([N+:8]([O-:10])=[O:9])=[CH:4][CH:3]=2)[CH:20]([C:23]([OH:25])=[O:24])[CH2:19]1. The catalyst class is: 6.